This data is from Catalyst prediction with 721,799 reactions and 888 catalyst types from USPTO. The task is: Predict which catalyst facilitates the given reaction. (1) Reactant: [C:1]([O:5][C:6]([NH:8][C@H:9]([C:22]([O:24]C)=O)[CH2:10][CH2:11][CH2:12][CH2:13][NH:14]C(OC(C)(C)C)=O)=[O:7])([CH3:4])([CH3:3])[CH3:2].[BH4-].[Li+]. Product: [C:6]([N:8]([C:6]([O:5][C:1]([CH3:2])([CH3:3])[CH3:4])=[O:7])[C@H:9]([CH2:22][OH:24])[CH2:10][CH2:11][CH2:12][CH2:13][NH2:14])([O:5][C:1]([CH3:4])([CH3:3])[CH3:2])=[O:7]. The catalyst class is: 1. (2) Reactant: Br[C:2]1[C:7]([C:8]([F:11])([F:10])[F:9])=[CH:6][C:5]([NH:12][C:13]2[N:17]=[C:16]([NH2:18])[NH:15][N:14]=2)=[CH:4][C:3]=1[Cl:19].[F:20][C:21]1[CH:26]=[CH:25][C:24](B(O)O)=[CH:23][C:22]=1[C:30](=[O:33])[NH:31][CH3:32].C(=O)([O-])[O-].[Na+].[Na+].O. Product: [NH2:18][C:16]1[NH:15][N:14]=[C:13]([NH:12][C:5]2[CH:6]=[C:7]([C:8]([F:11])([F:10])[F:9])[C:2]([C:24]3[CH:25]=[CH:26][C:21]([F:20])=[C:22]([C:30]([NH:31][CH3:32])=[O:33])[CH:23]=3)=[C:3]([Cl:19])[CH:4]=2)[N:17]=1. The catalyst class is: 73. (3) Reactant: [C:1]1([O:7][C:8](=[O:33])[N:9]([C:19]2[CH:24]=[C:23]([O:25][C:26]3[CH:31]=[CH:30][C:29]([NH2:32])=[CH:28][CH:27]=3)[CH:22]=[CH:21][N:20]=2)[C:10]([O:12][C:13]2[CH:18]=[CH:17][CH:16]=[CH:15][CH:14]=2)=[O:11])[CH:6]=[CH:5][CH:4]=[CH:3][CH:2]=1.[F:34][C:35]1[CH:40]=[CH:39][C:38]([NH:41][C:42]([C:44]2([C:47](O)=[O:48])[CH2:46][CH2:45]2)=[O:43])=[CH:37][CH:36]=1.C(N(CC)CC)C.F[P-](F)(F)(F)(F)F.N1(O[P+](N(C)C)(N(C)C)N(C)C)C2C=CC=CC=2N=N1. Product: [C:1]1([O:7][C:8](=[O:33])[N:9]([C:19]2[CH:24]=[C:23]([O:25][C:26]3[CH:27]=[CH:28][C:29]([NH:32][C:47]([C:44]4([C:42](=[O:43])[NH:41][C:38]5[CH:37]=[CH:36][C:35]([F:34])=[CH:40][CH:39]=5)[CH2:45][CH2:46]4)=[O:48])=[CH:30][CH:31]=3)[CH:22]=[CH:21][N:20]=2)[C:10]([O:12][C:13]2[CH:14]=[CH:15][CH:16]=[CH:17][CH:18]=2)=[O:11])[CH:6]=[CH:5][CH:4]=[CH:3][CH:2]=1. The catalyst class is: 9. (4) Reactant: C([N:3]([CH2:25][CH2:26][C:27]1[CH:32]=[CH:31][CH:30]=[CH:29][N:28]=1)[C:4]1[CH:9]=[CH:8][C:7]([NH:10][C:11]([C:13]2[CH2:17][CH2:16][CH2:15][C:14]=2[C:18]2[CH:23]=[CH:22][C:21]([CH3:24])=[CH:20][CH:19]=2)=[O:12])=[CH:6][CH:5]=1)=O.Cl.C(OCC)(=O)C.C(=O)([O-])[O-].[K+].[K+]. Product: [CH3:24][C:21]1[CH:22]=[CH:23][C:18]([C:14]2[CH2:15][CH2:16][CH2:17][C:13]=2[C:11]([NH:10][C:7]2[CH:6]=[CH:5][C:4]([NH:3][CH2:25][CH2:26][C:27]3[CH:32]=[CH:31][CH:30]=[CH:29][N:28]=3)=[CH:9][CH:8]=2)=[O:12])=[CH:19][CH:20]=1. The catalyst class is: 24.